This data is from Full USPTO retrosynthesis dataset with 1.9M reactions from patents (1976-2016). The task is: Predict the reactants needed to synthesize the given product. (1) Given the product [C:56]([O:60][C:30](=[O:46])[NH:27][CH2:10][CH:9]([C:3]1[CH:4]=[CH:5][C:6]([F:8])=[CH:7][C:2]=1[F:1])[N:14]1[C:15](=[O:24])[C:16]2[C:21](=[CH:20][CH:19]=[CH:18][CH:17]=2)[C:22]1=[O:23])([CH3:59])([CH3:58])[CH3:57], predict the reactants needed to synthesize it. The reactants are: [F:1][C:2]1[CH:7]=[C:6]([F:8])[CH:5]=[CH:4][C:3]=1[CH:9]([N:14]1[C:22](=[O:23])[C:21]2[C:16](=[CH:17][CH:18]=[CH:19][CH:20]=2)[C:15]1=[O:24])[CH2:10]C(O)=O.C([N:27]([CH2:30]C)CC)C.C1(C)C=CC=CC=1.C1(P(N=[N+]=[N-])(C2C=CC=CC=2)=[O:46])C=CC=CC=1.[C:56]([OH:60])([CH3:59])([CH3:58])[CH3:57]. (2) Given the product [Br:26][C:22]1[CH:21]=[C:20]2[C:25](=[CH:24][CH:23]=1)[C:16]([CH2:15][N:12]1[C:13](=[O:14])[C@@H:7]([NH:6][C:4](=[O:5])[C@@H:3]([NH:2][CH:37]3[CH2:38][O:35][CH2:36]3)[CH2:33][CH3:34])[CH2:8][CH2:9][C:10]3[CH:32]=[CH:31][CH:30]=[CH:29][C:11]1=3)=[C:17]([O:27][CH3:28])[CH:18]=[CH:19]2, predict the reactants needed to synthesize it. The reactants are: Cl.[NH2:2][C@@H:3]([CH2:33][CH3:34])[C:4]([NH:6][C@@H:7]1[C:13](=[O:14])[N:12]([CH2:15][C:16]2[C:25]3[C:20](=[CH:21][C:22]([Br:26])=[CH:23][CH:24]=3)[CH:19]=[CH:18][C:17]=2[O:27][CH3:28])[C:11]2[CH:29]=[CH:30][CH:31]=[CH:32][C:10]=2[CH2:9][CH2:8]1)=[O:5].[O:35]1[CH2:38][C:37](=O)[CH2:36]1. (3) Given the product [OH:17][C:18]1[CH:23]=[CH:22][C:21]([C:2]2[CH:3]=[C:4]3[C:9](=[CH:10][CH:11]=2)[N:8]=[C:7]([C:12]([O:14][CH2:15][CH3:16])=[O:13])[CH:6]=[CH:5]3)=[CH:20][CH:19]=1, predict the reactants needed to synthesize it. The reactants are: Br[C:2]1[CH:3]=[C:4]2[C:9](=[CH:10][CH:11]=1)[N:8]=[C:7]([C:12]([O:14][CH2:15][CH3:16])=[O:13])[CH:6]=[CH:5]2.[OH:17][C:18]1[CH:23]=[CH:22][C:21](B(O)O)=[CH:20][CH:19]=1.C1(P(C2C=CC=CC=2)C2C=CC=CC=2)C=CC=CC=1.P([O-])([O-])([O-])=O.[K+].[K+].[K+]. (4) The reactants are: N1C=CC=CC=1NC(N)=S.CI.COC1C=CC=CC=1CN.[C:23]([O-:26])(=[O:25])[CH3:24].[CH3:27][O:28][C:29]1[CH:45]=[CH:44][CH:43]=[CH:42][C:30]=1[CH2:31][NH:32][C:33]([NH:35][C:36]1[CH:41]=[CH:40][CH:39]=[CH:38][N:37]=1)=[NH:34]. Given the product [C:23]([OH:26])(=[O:25])[CH3:24].[CH3:27][O:28][C:29]1[CH:45]=[CH:44][CH:43]=[CH:42][C:30]=1[CH2:31][NH:32][C:33]([NH:35][C:36]1[CH:41]=[CH:40][CH:39]=[CH:38][N:37]=1)=[NH:34], predict the reactants needed to synthesize it. (5) Given the product [C:1]([O:5][C:6]([N:8]1[CH2:12][C@@H:11]([CH2:13][N:14]([C:33](=[O:34])[C:32]2[CH:36]=[CH:37][C:29]([CH2:27][CH3:28])=[C:30]([O:38][CH2:39][CH2:40][CH2:41][O:42][CH3:43])[CH:31]=2)[CH:15]([CH3:16])[CH3:17])[C@H:10]([C:18]([CH3:26])([CH3:25])[O:19][SiH2:20][C:21]([CH3:24])([CH3:23])[CH3:22])[CH2:9]1)=[O:7])([CH3:4])([CH3:2])[CH3:3], predict the reactants needed to synthesize it. The reactants are: [C:1]([O:5][C:6]([N:8]1[CH2:12][C@@H:11]([CH2:13][NH:14][CH:15]([CH3:17])[CH3:16])[C@H:10]([C:18]([CH3:26])([CH3:25])[O:19][SiH2:20][C:21]([CH3:24])([CH3:23])[CH3:22])[CH2:9]1)=[O:7])([CH3:4])([CH3:3])[CH3:2].[CH2:27]([C:29]1[CH:37]=[CH:36][C:32]([C:33](O)=[O:34])=[CH:31][C:30]=1[O:38][CH2:39][CH2:40][CH2:41][O:42][CH3:43])[CH3:28].C(N(CC)CC)C.C(OC(C)(C)C)=O. (6) Given the product [Cl:10][C:11]1[CH:34]=[CH:33][C:14]([CH2:15][NH:16][C:17]([C:19]2[C:20](=[O:32])[C:21]3[CH:29]=[C:28]([CH2:30][N:36]([CH2:37][CH:38]([OH:39])[C:40]4[CH:45]=[N:44][CH:43]=[CH:42][N:41]=4)[CH3:35])[S:27][C:22]=3[N:23]([CH2:25][CH3:26])[CH:24]=2)=[O:18])=[CH:13][CH:12]=1, predict the reactants needed to synthesize it. The reactants are: C(N(CC)C(C)C)(C)C.[Cl:10][C:11]1[CH:34]=[CH:33][C:14]([CH2:15][NH:16][C:17]([C:19]2[C:20](=[O:32])[C:21]3[CH:29]=[C:28]([CH2:30]Cl)[S:27][C:22]=3[N:23]([CH2:25][CH3:26])[CH:24]=2)=[O:18])=[CH:13][CH:12]=1.[CH3:35][NH:36][CH2:37][CH:38]([C:40]1[CH:45]=[N:44][CH:43]=[CH:42][N:41]=1)[OH:39]. (7) Given the product [CH:1]12[NH:11][C:9](=[O:10])[CH:5]([CH2:6][CH2:7][CH2:8]1)[CH2:4][CH2:3][CH2:2]2, predict the reactants needed to synthesize it. The reactants are: [CH:1]12[C:9](=[O:10])[CH:5]([CH2:6][CH2:7][CH2:8]1)[CH2:4][CH2:3][CH2:2]2.[NH:11](S(O)(=O)=O)O. (8) Given the product [CH3:14][O:15][C:16](=[O:27])[C:17]1[CH:22]=[CH:21][C:20]([CH2:23][CH2:24][F:11])=[N:19][C:18]=1[NH2:26], predict the reactants needed to synthesize it. The reactants are: COCCN(S(F)(F)[F:11])CCOC.[CH3:14][O:15][C:16](=[O:27])[C:17]1[CH:22]=[CH:21][C:20]([CH2:23][CH2:24]O)=[N:19][C:18]=1[NH2:26]. (9) Given the product [C:1]([O:5][C:6]([NH:8][C@H:9]1[CH2:15][CH2:14][C@@H:13]([O:16][Si:18]([C:21]([CH3:24])([CH3:23])[CH3:22])([CH3:20])[CH3:19])[CH2:12][NH:11][C:10]1=[O:17])=[O:7])([CH3:4])([CH3:2])[CH3:3], predict the reactants needed to synthesize it. The reactants are: [C:1]([O:5][C:6]([NH:8][C@H:9]1[CH2:15][CH2:14][C@@H:13]([OH:16])[CH2:12][NH:11][C:10]1=[O:17])=[O:7])([CH3:4])([CH3:3])[CH3:2].[Si:18](Cl)([C:21]([CH3:24])([CH3:23])[CH3:22])([CH3:20])[CH3:19].N1C=CN=C1.CN(C=O)C.